Regression. Given two drug SMILES strings and cell line genomic features, predict the synergy score measuring deviation from expected non-interaction effect. From a dataset of NCI-60 drug combinations with 297,098 pairs across 59 cell lines. (1) Drug 1: C1=NC2=C(N=C(N=C2N1C3C(C(C(O3)CO)O)O)F)N. Drug 2: C1=NC(=NC(=O)N1C2C(C(C(O2)CO)O)O)N. Cell line: HCC-2998. Synergy scores: CSS=49.1, Synergy_ZIP=-2.54, Synergy_Bliss=-2.03, Synergy_Loewe=-1.26, Synergy_HSA=2.24. (2) Drug 1: C1=CC(=CC=C1C#N)C(C2=CC=C(C=C2)C#N)N3C=NC=N3. Drug 2: CC1C(C(=O)NC(C(=O)N2CCCC2C(=O)N(CC(=O)N(C(C(=O)O1)C(C)C)C)C)C(C)C)NC(=O)C3=C4C(=C(C=C3)C)OC5=C(C(=O)C(=C(C5=N4)C(=O)NC6C(OC(=O)C(N(C(=O)CN(C(=O)C7CCCN7C(=O)C(NC6=O)C(C)C)C)C)C(C)C)C)N)C. Cell line: NCI-H226. Synergy scores: CSS=2.92, Synergy_ZIP=-2.98, Synergy_Bliss=-5.31, Synergy_Loewe=-8.33, Synergy_HSA=-4.45.